This data is from Full USPTO retrosynthesis dataset with 1.9M reactions from patents (1976-2016). The task is: Predict the reactants needed to synthesize the given product. (1) Given the product [NH2:7][C@H:8]1[CH2:13][CH2:12][C@H:11]([CH2:14][NH:15][C:16]2[C:21]([N+:22]([O-:24])=[O:23])=[CH:20][N:19]=[C:18]([NH:25][CH2:26][C:27]3[C:28]([CH3:41])=[C:29]([C:33]4[CH:38]=[CH:37][CH:36]=[C:35]([CH2:39][NH2:40])[CH:34]=4)[CH:30]=[CH:31][CH:32]=3)[N:17]=2)[CH2:10][CH2:9]1, predict the reactants needed to synthesize it. The reactants are: C(OC(=O)[NH:7][C@H:8]1[CH2:13][CH2:12][C@H:11]([CH2:14][NH:15][C:16]2[C:21]([N+:22]([O-:24])=[O:23])=[CH:20][N:19]=[C:18]([NH:25][CH2:26][C:27]3[C:28]([CH3:41])=[C:29]([C:33]4[CH:38]=[CH:37][CH:36]=[C:35]([CH2:39][NH2:40])[CH:34]=4)[CH:30]=[CH:31][CH:32]=3)[N:17]=2)[CH2:10][CH2:9]1)(C)(C)C.Cl.O1CCOCC1. (2) Given the product [Si:1]([O:8][CH2:9][CH2:10][NH:11][CH:12]1[CH2:16][CH2:15][CH2:14]1)([C:4]([CH3:5])([CH3:6])[CH3:7])([CH3:2])[CH3:3], predict the reactants needed to synthesize it. The reactants are: [Si:1]([O:8][CH2:9][CH2:10][NH:11][CH:12]1[CH2:16][CH2:15][CH2:14]C1)([C:4]([CH3:7])([CH3:6])[CH3:5])([CH3:3])[CH3:2].C1(N)CCC1.[Si](OCC=O)(C(C)(C)C)(C)C. (3) The reactants are: [Br:1]N1C(=O)CCC1=O.[Cl:9][C:10]1[C:11]2[N:12]([C:16]([CH:19]3[CH2:39][N:23]4[C:24](=[O:38])[CH2:25][N:26]([C:28]([O:30][CH2:31][C:32]5[CH:37]=[CH:36][CH:35]=[CH:34][CH:33]=5)=[O:29])[CH2:27][CH:22]4[CH2:21][CH2:20]3)=[N:17][CH:18]=2)[CH:13]=[CH:14][N:15]=1. Given the product [Br:1][C:18]1[N:17]=[C:16]([C@H:19]2[CH2:39][N:23]3[C:24](=[O:38])[CH2:25][N:26]([C:28]([O:30][CH2:31][C:32]4[CH:37]=[CH:36][CH:35]=[CH:34][CH:33]=4)=[O:29])[CH2:27][C@H:22]3[CH2:21][CH2:20]2)[N:12]2[CH:13]=[CH:14][N:15]=[C:10]([Cl:9])[C:11]=12, predict the reactants needed to synthesize it. (4) Given the product [ClH:1].[C:13]([C@@:10]1([CH:15]([CH3:17])[CH3:16])[CH2:11][CH2:12][N:8]([C:6]2[CH:5]=[CH:4][N:3]=[C:2]([NH:19][C:20]3[CH:21]=[N:22][N:23]([CH2:25][C:26]([NH2:28])=[O:27])[CH:24]=3)[N:7]=2)[C:9]1=[O:18])#[N:14], predict the reactants needed to synthesize it. The reactants are: [Cl:1][C:2]1[N:7]=[C:6]([N:8]2[CH2:12][CH2:11][C@:10]([CH:15]([CH3:17])[CH3:16])([C:13]#[N:14])[C:9]2=[O:18])[CH:5]=[CH:4][N:3]=1.[NH2:19][C:20]1[CH:21]=[N:22][N:23]([CH2:25][C:26]([NH2:28])=[O:27])[CH:24]=1.C(O)(=O)C.C(=O)([O-])O.[Na+]. (5) Given the product [ClH:37].[NH:27]1[CH2:28][CH2:29][CH:24]([CH2:23][CH2:22][N:3]2[C:4]3[C:9](=[CH:8][CH:7]=[CH:6][CH:5]=3)[C:10]3([C:14]4=[CH:15][C:16]5[O:20][CH2:19][O:18][C:17]=5[CH:21]=[C:13]4[O:12][CH2:11]3)[C:2]2=[O:1])[CH2:25][CH2:26]1, predict the reactants needed to synthesize it. The reactants are: [O:1]=[C:2]1[C:10]2([C:14]3=[CH:15][C:16]4[O:20][CH2:19][O:18][C:17]=4[CH:21]=[C:13]3[O:12][CH2:11]2)[C:9]2[C:4](=[CH:5][CH:6]=[CH:7][CH:8]=2)[N:3]1[CH2:22][CH2:23][CH:24]1[CH2:29][CH2:28][N:27](C(OC(C)(C)C)=O)[CH2:26][CH2:25]1.[ClH:37].CCOCC. (6) Given the product [NH2:7][CH2:8][C:9]([C:12]1[CH:13]=[CH:14][C:15]([C:18]([NH:19][CH2:20][CH2:21][C:22]2[CH:23]=[C:24]3[C:28](=[CH:29][CH:30]=2)[NH:27][CH:26]=[C:25]3[C:31]#[N:32])=[O:33])=[CH:16][CH:17]=1)([CH3:11])[CH3:10], predict the reactants needed to synthesize it. The reactants are: C(OC(=O)[NH:7][CH2:8][C:9]([C:12]1[CH:17]=[CH:16][C:15]([C:18](=[O:33])[NH:19][CH2:20][CH2:21][C:22]2[CH:23]=[C:24]3[C:28](=[CH:29][CH:30]=2)[NH:27][CH:26]=[C:25]3[C:31]#[N:32])=[CH:14][CH:13]=1)([CH3:11])[CH3:10])(C)(C)C.C(O)(C(F)(F)F)=O.O. (7) Given the product [CH:23]1([NH:22][C:17]2[CH:16]=[C:15]([C:5]3[CH:6]=[CH:7][CH:8]=[C:3]([C:2]([F:13])([F:12])[F:1])[CH:4]=3)[N:20]=[C:19]([NH2:21])[N:18]=2)[CH2:26][CH2:25][CH2:24]1, predict the reactants needed to synthesize it. The reactants are: [F:1][C:2]([F:13])([F:12])[C:3]1[CH:4]=[C:5](B(O)O)[CH:6]=[CH:7][CH:8]=1.Cl[C:15]1[N:20]=[C:19]([NH2:21])[N:18]=[C:17]([NH:22][CH:23]2[CH2:26][CH2:25][CH2:24]2)[CH:16]=1.